From a dataset of Reaction yield outcomes from USPTO patents with 853,638 reactions. Predict the reaction yield, written as a fraction of the theoretical maximum amount of product (1.0 means a 100% yield; for example, 0.34 means a 34% yield). (1) The reactants are [Cl:1][C:2]1[C:3]([O:12][C:13]2[CH:18]=[C:17]([O:19][CH2:20][CH2:21][O:22][CH:23]3[CH2:25][CH2:24]3)[CH:16]=[CH:15][C:14]=2/[CH:26]=[CH:27]/[C:28]([NH:30][S:31]([CH2:34][CH2:35][CH2:36][CH2:37][CH3:38])(=[O:33])=[O:32])=[O:29])=[N:4][CH:5]=[C:6]([C:8]([F:11])([F:10])[F:9])[CH:7]=1. The catalyst is O1CCCC1.CO.[Pt](=O)=O. The product is [Cl:1][C:2]1[C:3]([O:12][C:13]2[CH:18]=[C:17]([O:19][CH2:20][CH2:21][O:22][CH:23]3[CH2:24][CH2:25]3)[CH:16]=[CH:15][C:14]=2[CH2:26][CH2:27][C:28]([NH:30][S:31]([CH2:34][CH2:35][CH2:36][CH2:37][CH3:38])(=[O:32])=[O:33])=[O:29])=[N:4][CH:5]=[C:6]([C:8]([F:10])([F:9])[F:11])[CH:7]=1. The yield is 0.850. (2) The reactants are [CH3:1][C:2]1[CH:11]=[CH:10][CH:9]=[CH:8][C:3]=1[C:4]([O:6][CH3:7])=[O:5].[Br:12]N1C(=O)CCC1=O. The catalyst is C(OOC(=O)C1C=CC=CC=1)(=O)C1C=CC=CC=1.C(Cl)(Cl)(Cl)Cl. The product is [Br:12][CH2:1][C:2]1[CH:11]=[CH:10][CH:9]=[CH:8][C:3]=1[C:4]([O:6][CH3:7])=[O:5]. The yield is 0.980. (3) The reactants are [F:1][CH2:2][C:3]1[N:8]=[C:7]([C:9]#[C:10][CH2:11][CH2:12][NH2:13])[CH:6]=[CH:5][CH:4]=1.[Cl:14][C:15]1[CH:20]=[CH:19][CH:18]=[CH:17][C:16]=1[S:21](Cl)(=[O:23])=[O:22]. No catalyst specified. The product is [Cl:14][C:15]1[CH:20]=[CH:19][CH:18]=[CH:17][C:16]=1[S:21]([NH:13][CH2:12][CH2:11][C:10]#[C:9][C:7]1[CH:6]=[CH:5][CH:4]=[C:3]([CH2:2][F:1])[N:8]=1)(=[O:23])=[O:22]. The yield is 0.190.